Regression. Given a peptide amino acid sequence and an MHC pseudo amino acid sequence, predict their binding affinity value. This is MHC class I binding data. From a dataset of Peptide-MHC class I binding affinity with 185,985 pairs from IEDB/IMGT. (1) The binding affinity (normalized) is 0.897. The peptide sequence is RNTANQKPK. The MHC is Mamu-B8301 with pseudo-sequence Mamu-B8301. (2) The peptide sequence is YVRGYLRGY. The MHC is HLA-B15:01 with pseudo-sequence HLA-B15:01. The binding affinity (normalized) is 0.536. (3) The peptide sequence is RMLLNRFTM. The MHC is HLA-A32:01 with pseudo-sequence HLA-A32:01. The binding affinity (normalized) is 0.726.